This data is from Forward reaction prediction with 1.9M reactions from USPTO patents (1976-2016). The task is: Predict the product of the given reaction. (1) Given the reactants [CH:1]([O:4][C:5]1[CH:9]=[C:8]([CH2:10][CH2:11][C:12](OCC)=[O:13])[N:7]([CH2:17][C:18]2[CH:27]=[CH:26][C:25]3[C:20](=[CH:21][CH:22]=[CH:23][CH:24]=3)[N:19]=2)[N:6]=1)([CH3:3])[CH3:2].[H-].C([Al+]CC(C)C)C(C)C.C(O)C.[Cl-].[NH4+], predict the reaction product. The product is: [CH:1]([O:4][C:5]1[CH:9]=[C:8]([CH2:10][CH2:11][CH2:12][OH:13])[N:7]([CH2:17][C:18]2[CH:27]=[CH:26][C:25]3[C:20](=[CH:21][CH:22]=[CH:23][CH:24]=3)[N:19]=2)[N:6]=1)([CH3:3])[CH3:2]. (2) Given the reactants [Br:1][C:2]1[CH:3]=[C:4]([C:17]([NH:20][C:21]2[CH:26]=[CH:25][C:24]([I:27])=[CH:23][C:22]=2[F:28])=[CH:18][N:19]=1)[C:5]([NH:7][O:8][CH2:9][C@H:10]1[CH2:14]OC(C)(C)[O:11]1)=[O:6].FC(F)(F)[C:31](O)=[O:32].CCOC(C)=O, predict the reaction product. The product is: [Br:1][C:2]1[CH:3]=[C:4]([C:17]([NH:20][C:21]2[CH:26]=[CH:25][C:24]([I:27])=[CH:23][C:22]=2[F:28])=[CH:18][N:19]=1)[C:5]([NH:7][O:8][CH2:9][CH:10]([OH:11])[CH2:14][CH2:31][OH:32])=[O:6]. (3) Given the reactants C(O[CH:4](OCC)[CH2:5][NH:6][CH2:7][C:8]1[CH:13]=[CH:12][CH:11]=[C:10]([O:14][CH2:15][CH3:16])[CH:9]=1)C.[CH2:20]([O:22][C:23]1[C:30]([O:31][CH3:32])=[CH:29][C:26]([CH:27]=O)=[CH:25][C:24]=1[O:33][CH3:34])[CH3:21].[ClH:35].C([O-])([O-])=O.[K+].[K+], predict the reaction product. The product is: [ClH:35].[CH2:15]([O:14][C:10]1[CH:9]=[C:8]2[C:13]([C:4]([CH2:27][C:26]3[CH:29]=[C:30]([O:31][CH3:32])[C:23]([O:22][CH2:20][CH3:21])=[C:24]([O:33][CH3:34])[CH:25]=3)=[CH:5][N:6]=[CH:7]2)=[CH:12][CH:11]=1)[CH3:16]. (4) Given the reactants C1[N:6]([CH2:7][CH2:8][CH2:9]S(O)(=O)=O)CCOC1.N.[C:15]([O-:18])([O-])=[O:16].[Ca+2].C[C@]1(O)[C@@H]2C(=C(O)[C@]3(O)C(=O)[C:38]([C:41]([NH2:43])=O)=C(O)[C@@H](N(C)C)[C@@H]3C2)C(=O)C2C(O)=CC=CC1=2, predict the reaction product. The product is: [NH2:43][C@H:41]([C:15]([OH:18])=[O:16])[CH2:38][CH2:9][CH2:8][CH2:7][NH2:6].